The task is: Predict the reactants needed to synthesize the given product.. This data is from Full USPTO retrosynthesis dataset with 1.9M reactions from patents (1976-2016). (1) Given the product [F:1][C:2]1[CH:7]=[CH:6][C:5]([C@H:8]2[CH2:13][C@H:12]([C:14]3[O:18][NH:17][C:16](=[O:19])[CH:15]=3)[CH2:11][CH2:10][NH:9]2)=[CH:4][CH:3]=1, predict the reactants needed to synthesize it. The reactants are: [F:1][C:2]1[CH:7]=[CH:6][C:5]([C@H:8]2[CH2:13][C@H:12]([C:14]3[O:18][NH:17][C:16](=[O:19])[CH:15]=3)[CH2:11][CH2:10][N:9]2C(OC)=O)=[CH:4][CH:3]=1.Br. (2) Given the product [CH2:1]([O:3][C:4](=[O:22])[CH:5]([C:6]1[CH:7]=[CH:8][C:9]([S:12]([N:15]2[CH2:20][CH2:19][N:18]([CH3:21])[CH2:17][CH2:16]2)(=[O:13])=[O:14])=[CH:10][CH:11]=1)[CH2:32][CH:33]1[CH2:37][CH2:36][CH2:35][CH2:34]1)[CH3:2], predict the reactants needed to synthesize it. The reactants are: [CH2:1]([O:3][C:4](=[O:22])[CH2:5][C:6]1[CH:11]=[CH:10][C:9]([S:12]([N:15]2[CH2:20][CH2:19][N:18]([CH3:21])[CH2:17][CH2:16]2)(=[O:14])=[O:13])=[CH:8][CH:7]=1)[CH3:2].[Li+].CC([N-]C(C)C)C.I[CH2:32][CH:33]1[CH2:37][CH2:36][CH2:35][CH2:34]1. (3) Given the product [CH3:1][O:2][C:3]([C:5]1[C:14]2[C:9](=[CH:10][CH:11]=[CH:12][CH:13]=2)[N:8]=[C:7]([C:15]2[CH:20]=[CH:19][CH:18]=[CH:17][CH:16]=2)[C:6]=1[CH2:21][Br:29])=[O:4], predict the reactants needed to synthesize it. The reactants are: [CH3:1][O:2][C:3]([C:5]1[C:14]2[C:9](=[CH:10][CH:11]=[CH:12][CH:13]=2)[N:8]=[C:7]([C:15]2[CH:20]=[CH:19][CH:18]=[CH:17][CH:16]=2)[C:6]=1[CH3:21])=[O:4].C1C(=O)N([Br:29])C(=O)C1.C(OOC(=O)C1C=CC=CC=1)(=O)C1C=CC=CC=1.